Dataset: Forward reaction prediction with 1.9M reactions from USPTO patents (1976-2016). Task: Predict the product of the given reaction. Given the reactants [Br:1][C:2]1[CH:7]=[CH:6][C:5]([S:8](Cl)(=[O:10])=[O:9])=[C:4]([C:12]([F:15])([F:14])[F:13])[CH:3]=1.[NH:16]1[CH2:20][CH2:19][CH2:18][CH2:17]1, predict the reaction product. The product is: [Br:1][C:2]1[CH:7]=[CH:6][C:5]([S:8]([N:16]2[CH2:20][CH2:19][CH2:18][CH2:17]2)(=[O:10])=[O:9])=[C:4]([C:12]([F:15])([F:14])[F:13])[CH:3]=1.